From a dataset of Forward reaction prediction with 1.9M reactions from USPTO patents (1976-2016). Predict the product of the given reaction. (1) Given the reactants Cl[C:2]1[NH:3][C:4](=[O:12])[C:5]2[C:10]([CH:11]=1)=[CH:9][CH:8]=[CH:7][CH:6]=2.[NH2:13][N:14]1[CH2:19][CH2:18][NH:17][CH2:16][CH2:15]1, predict the reaction product. The product is: [NH2:13][N:14]1[CH2:19][CH2:18][N:17]([C:2]2[NH:3][C:4](=[O:12])[C:5]3[C:10]([CH:11]=2)=[CH:9][CH:8]=[CH:7][CH:6]=3)[CH2:16][CH2:15]1. (2) Given the reactants FC(F)(F)C(O)=O.[Cl:8][C:9]1[C:10]([CH:32]([C:42]2[C:47]([F:48])=[CH:46][CH:45]=[C:44]([F:49])[C:43]=2[F:50])[S:33]([CH2:36][CH2:37][C:38]([F:41])([F:40])[F:39])(=[O:35])=[O:34])=[CH:11][C:12]2[N:13]([CH:31]=1)[C:14](=[O:30])[CH:15]=[C:16]([NH:18]CC1C=CC(OC)=C(OC)C=1)[N:17]=2, predict the reaction product. The product is: [NH2:18][C:16]1[N:17]=[C:12]2[CH:11]=[C:10]([CH:32]([C:42]3[C:47]([F:48])=[CH:46][CH:45]=[C:44]([F:49])[C:43]=3[F:50])[S:33]([CH2:36][CH2:37][C:38]([F:39])([F:40])[F:41])(=[O:34])=[O:35])[C:9]([Cl:8])=[CH:31][N:13]2[C:14](=[O:30])[CH:15]=1. (3) The product is: [Cl:19][C:15]1[C:7]2[CH:8]=[C:9]([C:11]([O:13][CH3:14])=[O:12])[O:10][C:6]=2[CH:5]=[CH:4][C:3]=1[O:2][CH3:1]. Given the reactants [CH3:1][O:2][C:3]1[CH:4]=[CH:5][C:6]2[O:10][C:9]([C:11]([O:13][CH3:14])=[O:12])=[CH:8][C:7]=2[CH:15]=1.S(Cl)([Cl:19])(=O)=O, predict the reaction product. (4) Given the reactants [K].Br[CH2:3][C:4]([NH:6][C:7]1[CH:12]=[CH:11][C:10]([C:13]([C:21]2[CH:26]=[CH:25][C:24]([Cl:27])=[CH:23][CH:22]=2)([OH:20])[C:14]2[N:18]([CH3:19])[CH:17]=[N:16][CH:15]=2)=[CH:9][C:8]=1[CH:28]([C:30]1[CH:35]=[CH:34][CH:33]=[C:32]([Cl:36])[CH:31]=1)[OH:29])=[O:5], predict the reaction product. The product is: [Cl:36][C:32]1[CH:31]=[C:30]([CH:28]2[C:8]3[CH:9]=[C:10]([C:13]([C:21]4[CH:26]=[CH:25][C:24]([Cl:27])=[CH:23][CH:22]=4)([OH:20])[C:14]4[N:18]([CH3:19])[CH:17]=[N:16][CH:15]=4)[CH:11]=[CH:12][C:7]=3[NH:6][C:4](=[O:5])[CH2:3][O:29]2)[CH:35]=[CH:34][CH:33]=1. (5) Given the reactants P(Cl)(Cl)Cl.[Cl:5][C:6]1[CH:7]=[C:8]([C:13]2[N+:14]([O-])=[CH:15][CH:16]=[C:17]([Cl:19])[CH:18]=2)[N+:9]([O-])=[CH:10][CH:11]=1.[OH-].[Na+], predict the reaction product. The product is: [Cl:19][C:17]1[CH:16]=[CH:15][N:14]=[C:13]([C:8]2[CH:7]=[C:6]([Cl:5])[CH:11]=[CH:10][N:9]=2)[CH:18]=1. (6) Given the reactants [CH3:1][CH:2]1[CH2:6][CH2:5][CH2:4][N:3]1[CH:7]1[CH2:11][CH2:10][N:9]([C:12]2[CH:17]=[CH:16][C:15]([NH2:18])=[C:14]([C:19]([F:22])([F:21])[F:20])[CH:13]=2)[CH2:8]1.[CH3:23][C:24]1[CH:32]=[C:31]([CH3:33])[CH:30]=[CH:29][C:25]=1[C:26](Cl)=[O:27], predict the reaction product. The product is: [CH3:23][C:24]1[CH:32]=[C:31]([CH3:33])[CH:30]=[CH:29][C:25]=1[C:26]([NH:18][C:15]1[CH:16]=[CH:17][C:12]([N:9]2[CH2:10][CH2:11][CH:7]([N:3]3[CH2:4][CH2:5][CH2:6][CH:2]3[CH3:1])[CH2:8]2)=[CH:13][C:14]=1[C:19]([F:22])([F:20])[F:21])=[O:27]. (7) Given the reactants C(OC([N:8]1[CH2:17][CH2:16][C:15]2[C:10](=[CH:11][CH:12]=[C:13]([NH:18][C:19]3[N:39]=[C:22]4[C:23]([C:27]5[CH:32]=[C:31]([C:33]([F:36])([F:35])[F:34])[CH:30]=[CH:29][C:28]=5[O:37][CH3:38])=[CH:24][CH:25]=[CH:26][N:21]4[N:20]=3)[CH:14]=2)[CH2:9]1)=O)(C)(C)C.FC(F)(F)C(O)=O, predict the reaction product. The product is: [CH3:38][O:37][C:28]1[CH:29]=[CH:30][C:31]([C:33]([F:36])([F:34])[F:35])=[CH:32][C:27]=1[C:23]1[C:22]2[N:21]([N:20]=[C:19]([NH:18][C:13]3[CH:14]=[C:15]4[C:10](=[CH:11][CH:12]=3)[CH2:9][NH:8][CH2:17][CH2:16]4)[N:39]=2)[CH:26]=[CH:25][CH:24]=1.